From a dataset of NCI-60 drug combinations with 297,098 pairs across 59 cell lines. Regression. Given two drug SMILES strings and cell line genomic features, predict the synergy score measuring deviation from expected non-interaction effect. Drug 1: CC1=C(C(=CC=C1)Cl)NC(=O)C2=CN=C(S2)NC3=CC(=NC(=N3)C)N4CCN(CC4)CCO. Drug 2: CN(CCCl)CCCl.Cl. Cell line: HL-60(TB). Synergy scores: CSS=43.9, Synergy_ZIP=-0.926, Synergy_Bliss=-0.643, Synergy_Loewe=0.787, Synergy_HSA=1.43.